Dataset: Forward reaction prediction with 1.9M reactions from USPTO patents (1976-2016). Task: Predict the product of the given reaction. (1) Given the reactants [I-].[CH3:2][P+](C1C=CC=CC=1)(C1C=CC=CC=1)C1C=CC=CC=1.CC(C)([O-])C.[K+].[CH:28]([C:30]1[C:31]([C:36]2[CH:45]=[CH:44][C:39]([C:40]([O:42][CH3:43])=[O:41])=[CH:38][CH:37]=2)=[N:32][CH:33]=[CH:34][CH:35]=1)=O.O, predict the reaction product. The product is: [CH:28]([C:30]1[C:31]([C:36]2[CH:45]=[CH:44][C:39]([C:40]([O:42][CH3:43])=[O:41])=[CH:38][CH:37]=2)=[N:32][CH:33]=[CH:34][CH:35]=1)=[CH2:2]. (2) Given the reactants [CH2:1]([C-:3]1[CH:7]=[CH:6][CH:5]=[CH:4]1)[CH3:2].[C:8]([C-:10]1[CH:14]=[CH:13][CH:12]=[CH:11]1)#[CH:9].[Fe+2:15].[I:16][C:17]1[CH:22]=[CH:21][C:20](I)=[CH:19][CH:18]=1, predict the reaction product. The product is: [CH2:1]([C-:3]1[CH:7]=[CH:6][CH:5]=[CH:4]1)[CH3:2].[I:16][C:17]1[CH:22]=[CH:21][C:20]([C:9]#[C:8][C-:10]2[CH:14]=[CH:13][CH:12]=[CH:11]2)=[CH:19][CH:18]=1.[Fe+2:15].